From a dataset of Forward reaction prediction with 1.9M reactions from USPTO patents (1976-2016). Predict the product of the given reaction. (1) Given the reactants [CH3:1][C:2]([S@@:5]([NH2:7])=[O:6])([CH3:4])[CH3:3].C([O-])([O-])=O.[Cs+].[Cs+].[Cl:14][C:15]1[N:20]=[C:19]([CH:21]=O)[CH:18]=[CH:17][CH:16]=1, predict the reaction product. The product is: [Cl:14][C:15]1[N:20]=[C:19](/[CH:21]=[N:7]/[S@:5]([C:2]([CH3:4])([CH3:3])[CH3:1])=[O:6])[CH:18]=[CH:17][CH:16]=1. (2) Given the reactants Cl.[F:2][C:3]1[C:8]([O:9][CH3:10])=[CH:7][CH:6]=[CH:5][C:4]=1[C:11]1[CH:15]=[C:14]([CH2:16][CH2:17][C@@:18]([CH3:33])([S:29]([CH3:32])(=[O:31])=[O:30])[C:19]([NH:21][O:22]C2CCCCO2)=[O:20])[O:13][N:12]=1, predict the reaction product. The product is: [F:2][C:3]1[C:8]([O:9][CH3:10])=[CH:7][CH:6]=[CH:5][C:4]=1[C:11]1[CH:15]=[C:14]([CH2:16][CH2:17][C@@:18]([CH3:33])([S:29]([CH3:32])(=[O:31])=[O:30])[C:19]([NH:21][OH:22])=[O:20])[O:13][N:12]=1. (3) Given the reactants [NH2:1][C:2]1[N:7]=[CH:6][C:5]([C:8]([OH:10])=[O:9])=[CH:4][C:3]=1[O:11][C@@H:12]1[C:16]([F:18])([F:17])[CH2:15][N:14]([C:19](=[O:32])[CH2:20][C:21]2[CH:26]=[CH:25][C:24]([O:27][C:28]([F:31])([F:30])[F:29])=[CH:23][CH:22]=2)[CH2:13]1.C(OC(N1CC(=O)C(O[Si](C(C)(C)C)(C)C)C1)=O)(C)(C)C, predict the reaction product. The product is: [NH2:1][C:2]1[N:7]=[CH:6][C:5]([C:8]([OH:10])=[O:9])=[CH:4][C:3]=1[O:11][CH:12]1[C:16]([F:17])([F:18])[CH2:15][N:14]([C:19](=[O:32])[CH2:20][C:21]2[CH:22]=[CH:23][C:24]([O:27][C:28]([F:30])([F:31])[F:29])=[CH:25][CH:26]=2)[CH2:13]1. (4) Given the reactants [Cl:1][C:2]1[C:11]([NH:12][S:13]([CH2:16][CH2:17][CH3:18])(=[O:15])=[O:14])=[CH:10][CH:9]=[C:8]([F:19])[C:3]=1[C:4]([O:6]C)=[O:5].[OH-].[K+], predict the reaction product. The product is: [Cl:1][C:2]1[C:11]([NH:12][S:13]([CH2:16][CH2:17][CH3:18])(=[O:14])=[O:15])=[CH:10][CH:9]=[C:8]([F:19])[C:3]=1[C:4]([OH:6])=[O:5]. (5) Given the reactants C(O[C:4](=O)[C:5]([C:8]1[CH:13]=[CH:12][C:11]([CH2:14][CH2:15]O)=[CH:10][CH:9]=1)([CH3:7])[CH3:6])C.[NH2:18][C:19]([CH3:23])([CH3:22])[CH2:20][OH:21].CC(C)([O-])C.[K+].S(Cl)([Cl:32])=O.[OH-].[Na+], predict the reaction product. The product is: [Cl:32][CH2:15][CH2:14][C:11]1[CH:12]=[CH:13][C:8]([C:5]([C:7]2[O:21][CH2:20][C:19]([CH3:23])([CH3:22])[N:18]=2)([CH3:6])[CH3:4])=[CH:9][CH:10]=1. (6) Given the reactants [CH3:1][O:2][C:3](=[O:23])[C:4]1[CH:9]=[CH:8][C:7]([CH2:10][N:11]2[CH:20]=[CH:19][C:18]3[C:13](=[CH:14][C:15](Br)=[CH:16][CH:17]=3)[C:12]2=[O:22])=[CH:6][CH:5]=1.[C:24]1([CH2:30][C:31]#[CH:32])[CH:29]=[CH:28][CH:27]=[CH:26][CH:25]=1.C(N(CC)CC)C, predict the reaction product. The product is: [CH3:1][O:2][C:3](=[O:23])[C:4]1[CH:9]=[CH:8][C:7]([CH2:10][N:11]2[CH:20]=[CH:19][C:18]3[C:13](=[CH:14][C:15]([C:32]#[C:31][CH2:30][C:24]4[CH:29]=[CH:28][CH:27]=[CH:26][CH:25]=4)=[CH:16][CH:17]=3)[C:12]2=[O:22])=[CH:6][CH:5]=1.